This data is from Forward reaction prediction with 1.9M reactions from USPTO patents (1976-2016). The task is: Predict the product of the given reaction. (1) Given the reactants [CH2:1]([O:8][C@H:9]1[CH2:13][N:12]([C:14]2[CH:19]=[CH:18][C:17]([Br:20])=[CH:16][CH:15]=2)[C@H:11]([CH2:21]C#N)[CH2:10]1)[C:2]1[CH:7]=[CH:6][CH:5]=[CH:4][CH:3]=1.[CH3:24][S:25](Cl)(=[O:27])=[O:26].[OH2:29], predict the reaction product. The product is: [CH3:24][S:25]([O:27][CH2:21][C@@H:11]1[CH2:10][C@@H:9]([O:8][CH2:1][C:2]2[CH:7]=[CH:6][CH:5]=[CH:4][CH:3]=2)[CH2:13][N:12]1[C:14]1[CH:19]=[CH:18][C:17]([Br:20])=[CH:16][CH:15]=1)(=[O:29])=[O:26]. (2) Given the reactants O=C1C2C(=CC=CC=2)C(=O)[N:3]1[CH2:12][C@@H:13]([NH:20][C:21]([C:23]1[C:27]2[CH2:28][C:29]([CH3:56])([CH3:55])[C:30]3[CH:31]=[N:32][C:33]([NH:36][C:37]4[CH:42]=[CH:41][C:40]([C:43](=[O:52])[NH:44][CH:45]5[CH2:50][CH2:49][N:48]([CH3:51])[CH2:47][CH2:46]5)=[CH:39][C:38]=4[O:53][CH3:54])=[N:34][C:35]=3[C:26]=2[O:25][N:24]=1)=[O:22])C1C=CC=CC=1.C(Cl)Cl, predict the reaction product. The product is: [NH2:3][C@@H:12]([C:26]1[CH:35]=[CH:30][CH:29]=[CH:28][CH:27]=1)[CH2:13][NH:20][C:21]([C:23]1[C:27]2[CH2:28][C:29]([CH3:55])([CH3:56])[C:30]3[CH:31]=[N:32][C:33]([NH:36][C:37]4[CH:42]=[CH:41][C:40]([C:43](=[O:52])[NH:44][CH:45]5[CH2:50][CH2:49][N:48]([CH3:51])[CH2:47][CH2:46]5)=[CH:39][C:38]=4[O:53][CH3:54])=[N:34][C:35]=3[C:26]=2[O:25][N:24]=1)=[O:22]. (3) Given the reactants [OH:1][C@@H:2]([CH3:23])[CH2:3][CH2:4][CH2:5][CH2:6][N:7]1[C:15](=[O:16])[C:14]2[N:13]3[CH2:17][CH2:18][CH2:19][NH:20][C:12]3=[N:11][C:10]=2[N:9]([CH3:21])[C:8]1=[O:22].[CH3:24][S:25](O[S:25]([CH3:24])(=[O:27])=[O:26])(=[O:27])=[O:26].CO, predict the reaction product. The product is: [CH3:24][S:25]([O:1][C@@H:2]([CH3:23])[CH2:3][CH2:4][CH2:5][CH2:6][N:7]1[C:15](=[O:16])[C:14]2[N:13]3[CH2:17][CH2:18][CH2:19][NH:20][C:12]3=[N:11][C:10]=2[N:9]([CH3:21])[C:8]1=[O:22])(=[O:27])=[O:26]. (4) Given the reactants Cl[C:2]1[C:7]([N:8]([CH3:15])[C:9](=[O:14])[C:10]([CH3:13])([CH3:12])[CH3:11])=[CH:6][CH:5]=[C:4]([C:16]2[S:17][C:18]3[CH:24]=[C:23]([O:25][CH2:26][O:27][CH2:28][CH3:29])[CH:22]=[CH:21][C:19]=3[N:20]=2)[N:3]=1.[F-:30].[Cs+], predict the reaction product. The product is: [CH2:28]([O:27][CH2:26][O:25][C:23]1[CH:22]=[CH:21][C:19]2[N:20]=[C:16]([C:4]3[N:3]=[C:2]([F:30])[C:7]([N:8]([CH3:15])[C:9](=[O:14])[C:10]([CH3:13])([CH3:12])[CH3:11])=[CH:6][CH:5]=3)[S:17][C:18]=2[CH:24]=1)[CH3:29]. (5) Given the reactants N(C1N=NC(C2C=CC=CC=2)=CN=1)N.[NH:15]([C:17]1[N:18]=[N:19][C:20]([C:23]2[CH:28]=[CH:27][CH:26]=[C:25]([N+:29]([O-:31])=[O:30])[CH:24]=2)=[CH:21][N:22]=1)[NH2:16].N1C2C(=CC(CC(O)=O)=CC=2)C=CC=1.[N:46]1[C:55]2[C:50](=[CH:51][CH:52]=[CH:53][CH:54]=2)[C:49]([O:56][CH2:57][C:58](O)=[O:59])=[CH:48][CH:47]=1, predict the reaction product. The product is: [N+:29]([C:25]1[CH:24]=[C:23]([C:20]2[N:19]=[N:18][C:17]([NH:15][NH:16][C:58](=[O:59])[CH2:57][O:56][C:49]3[C:50]4[C:55](=[CH:54][CH:53]=[CH:52][CH:51]=4)[N:46]=[CH:47][CH:48]=3)=[N:22][CH:21]=2)[CH:28]=[CH:27][CH:26]=1)([O-:31])=[O:30]. (6) The product is: [NH2:17][C:13]1[C:14]([CH:15]=[O:16])=[C:9]([Cl:8])[N:10]=[CH:11][CH:12]=1. Given the reactants FC(F)(F)C(O)=O.[Cl:8][C:9]1[C:14]([CH:15]=[O:16])=[C:13]([NH:17]C(=O)OC(C)(C)C)[CH:12]=[CH:11][N:10]=1.ClCCl, predict the reaction product.